This data is from Forward reaction prediction with 1.9M reactions from USPTO patents (1976-2016). The task is: Predict the product of the given reaction. (1) Given the reactants [NH2:1][C:2]1[CH:9]=[CH:8][CH:7]=[C:6]([O:10][C@@H:11]2[CH2:16][C@H:15]([CH3:17])[CH2:14][CH2:13][C@H:12]2[CH:18]([CH3:20])[CH3:19])[C:3]=1[C:4]#[N:5].O=[C:22]([CH3:29])[CH2:23][C:24]([O:26][CH2:27][CH3:28])=[O:25], predict the reaction product. The product is: [NH2:5][C:4]1[C:3]2[C:2](=[CH:9][CH:8]=[CH:7][C:6]=2[O:10][C@@H:11]2[CH2:16][C@H:15]([CH3:17])[CH2:14][CH2:13][C@H:12]2[CH:18]([CH3:20])[CH3:19])[N:1]=[C:22]([CH3:29])[C:23]=1[C:24]([O:26][CH2:27][CH3:28])=[O:25]. (2) Given the reactants [OH:1][CH2:2][CH2:3][CH2:4][CH2:5][CH2:6][O:7][CH2:8][CH2:9][C:10]#[N:11].[BH4-].[Na+].[OH-].[Na+].[C:16](O[C:16]([O:18][C:19]([CH3:22])([CH3:21])[CH3:20])=[O:17])([O:18][C:19]([CH3:22])([CH3:21])[CH3:20])=[O:17], predict the reaction product. The product is: [OH:1][CH2:2][CH2:3][CH2:4][CH2:5][CH2:6][O:7][CH2:8][CH2:9][CH2:10][NH:11][C:16](=[O:17])[O:18][C:19]([CH3:22])([CH3:21])[CH3:20]. (3) Given the reactants [C:1]([O:5][C:6](=[O:20])[NH:7][C:8]1[CH:13]=[C:12]([Cl:14])[C:11]([C:15]([F:18])([F:17])[F:16])=[CH:10][C:9]=1[NH2:19])([CH3:4])([CH3:3])[CH3:2].C([O:25][C:26](=O)[CH2:27][C:28]([C:30]1[CH:35]=[CH:34][CH:33]=[C:32]([C:36]2[CH:41]=[CH:40][N:39]=[C:38]([CH3:42])[C:37]=2[CH3:43])[CH:31]=1)=[O:29])(C)(C)C, predict the reaction product. The product is: [C:1]([O:5][C:6](=[O:20])[NH:7][C:8]1[CH:13]=[C:12]([Cl:14])[C:11]([C:15]([F:17])([F:18])[F:16])=[CH:10][C:9]=1[NH:19][C:26](=[O:25])[CH2:27][C:28]([C:30]1[CH:35]=[CH:34][CH:33]=[C:32]([C:36]2[CH:41]=[CH:40][N:39]=[C:38]([CH3:42])[C:37]=2[CH3:43])[CH:31]=1)=[O:29])([CH3:4])([CH3:2])[CH3:3]. (4) Given the reactants [NH2:1][CH2:2][C:3]1[CH:8]=[CH:7][C:6]([F:9])=[CH:5][C:4]=1[NH2:10].[C:11]1(=[O:17])[NH:15][C:14](=[O:16])[CH:13]=[CH:12]1, predict the reaction product. The product is: [NH2:10][C:4]1[CH:5]=[C:6]([F:9])[CH:7]=[CH:8][C:3]=1[CH2:2][NH:1][CH:13]1[CH2:12][C:11](=[O:17])[NH:15][C:14]1=[O:16]. (5) Given the reactants [O:1]=[CH:2][C@H:3]([C@H:5]([C@@H:7]([C@@H:9]([CH2:11][OH:12])[OH:10])[OH:8])[OH:6])[OH:4].[CH2:13]([NH2:16])[CH2:14][CH3:15], predict the reaction product. The product is: [CH2:13]([NH2:16])[CH2:14][CH3:15].[O:1]=[CH:2][C@H:3]([C@H:5]([C@@H:7]([C@@H:9]([CH2:11][OH:12])[OH:10])[OH:8])[OH:6])[OH:4]. (6) Given the reactants [CH3:1][N:2]([C@@H:18]([C:25]1[CH:30]=[CH:29][CH:28]=[C:27]([NH2:31])[CH:26]=1)[CH2:19][N:20]1[CH2:24][CH2:23][CH2:22][CH2:21]1)[C:3](=[O:17])[CH:4]([C:11]1[CH:16]=[CH:15][CH:14]=[CH:13][CH:12]=1)[C:5]1[CH:10]=[CH:9][CH:8]=[CH:7][CH:6]=1.C(N(C(C)C)CC)(C)C.Cl.CN(C)CCCN=C=NCC.[CH3:53][O:54][CH2:55][CH2:56][O:57][CH2:58][CH2:59][O:60][CH2:61][CH2:62][O:63][CH2:64][CH2:65][O:66][CH2:67][CH2:68][O:69][CH2:70][C:71](O)=[O:72], predict the reaction product. The product is: [C:5]1([CH:4]([C:11]2[CH:16]=[CH:15][CH:14]=[CH:13][CH:12]=2)[C:3]([N:2]([CH3:1])[C@@H:18]([C:25]2[CH:26]=[C:27]([NH:31][C:71](=[O:72])[CH2:70][O:69][CH2:68][CH2:67][O:66][CH2:65][CH2:64][O:63][CH2:62][CH2:61][O:60][CH2:59][CH2:58][O:57][CH2:56][CH2:55][O:54][CH3:53])[CH:28]=[CH:29][CH:30]=2)[CH2:19][N:20]2[CH2:24][CH2:23][CH2:22][CH2:21]2)=[O:17])[CH:10]=[CH:9][CH:8]=[CH:7][CH:6]=1. (7) Given the reactants [CH3:1][C:2]([C:12]1[CH:17]=[CH:16][C:15]([C:18](=[O:36])[NH:19][C:20]2[CH:25]=[C:24]([C:26]3[CH:31]=[CH:30][CH:29]=[CH:28][CH:27]=3)[N:23]3[N:32]=[C:33]([CH3:35])[CH:34]=[C:22]3[N:21]=2)=[CH:14][CH:13]=1)([CH3:11])[CH2:3][NH:4][C:5](=[O:10])[C:6]([O:8]C)=[O:7].[OH-].[Li+].Cl, predict the reaction product. The product is: [CH3:11][C:2]([C:12]1[CH:13]=[CH:14][C:15]([C:18](=[O:36])[NH:19][C:20]2[CH:25]=[C:24]([C:26]3[CH:27]=[CH:28][CH:29]=[CH:30][CH:31]=3)[N:23]3[N:32]=[C:33]([CH3:35])[CH:34]=[C:22]3[N:21]=2)=[CH:16][CH:17]=1)([CH3:1])[CH2:3][NH:4][C:5](=[O:10])[C:6]([OH:8])=[O:7]. (8) Given the reactants [Br:1][C:2]1[C:10]([F:11])=[CH:9][C:5]([C:6]([OH:8])=[O:7])=[C:4]([F:12])[CH:3]=1.OS(O)(=O)=O.[CH3:18]O, predict the reaction product. The product is: [Br:1][C:2]1[C:10]([F:11])=[CH:9][C:5]([C:6]([O:8][CH3:18])=[O:7])=[C:4]([F:12])[CH:3]=1.